This data is from Catalyst prediction with 721,799 reactions and 888 catalyst types from USPTO. The task is: Predict which catalyst facilitates the given reaction. (1) Reactant: C[O:2][C:3](=[O:20])[CH:4]([CH3:19])[CH2:5][NH:6][C:7]([O:9][CH2:10][C:11]1[CH:16]=[CH:15][C:14]([O:17][CH3:18])=[CH:13][CH:12]=1)=[O:8].[Li].[OH-]. Product: [CH3:18][O:17][C:14]1[CH:13]=[CH:12][C:11]([CH2:10][O:9][C:7]([NH:6][CH2:5][CH:4]([CH3:19])[C:3]([OH:20])=[O:2])=[O:8])=[CH:16][CH:15]=1. The catalyst class is: 5. (2) Reactant: [Cl:1][C:2]1[CH:26]=[CH:25][C:5]2[S:6][CH:7]=[C:8]([CH2:9][N:10]3[CH2:14][CH2:13][N:12]([C:15]4[S:16][C:17]([C:21]([OH:23])=O)=[C:18]([CH3:20])[N:19]=4)[C:11]3=[O:24])[C:4]=2[CH:3]=1.ON1C2C=CC=CC=2N=N1.CN(C)CCCN=C=NCC.C(N(C(C)C)CC)(C)C.[NH2:57][CH2:58][C:59]1[CH:60]=[N:61][CH:62]=[CH:63][CH:64]=1. Product: [Cl:1][C:2]1[CH:26]=[CH:25][C:5]2[S:6][CH:7]=[C:8]([CH2:9][N:10]3[CH2:14][CH2:13][N:12]([C:15]4[S:16][C:17]([C:21]([NH:57][CH2:58][C:59]5[CH:60]=[N:61][CH:62]=[CH:63][CH:64]=5)=[O:23])=[C:18]([CH3:20])[N:19]=4)[C:11]3=[O:24])[C:4]=2[CH:3]=1. The catalyst class is: 9. (3) Reactant: [N:1]1([C:10]2[S:14][C:13]([C:15]([O:17]C)=O)=[C:12]([O:19][CH2:20][C:21]3[CH:26]=[CH:25][CH:24]=[CH:23][C:22]=3[O:27][C:28]([F:31])([F:30])[F:29])[CH:11]=2)[C:9]2[CH:8]=[CH:7][N:6]=[CH:5][C:4]=2[N:3]=[CH:2]1.[NH3:32]. Product: [N:1]1([C:10]2[S:14][C:13]([C:15]([NH2:32])=[O:17])=[C:12]([O:19][CH2:20][C:21]3[CH:26]=[CH:25][CH:24]=[CH:23][C:22]=3[O:27][C:28]([F:30])([F:31])[F:29])[CH:11]=2)[C:9]2[CH:8]=[CH:7][N:6]=[CH:5][C:4]=2[N:3]=[CH:2]1. The catalyst class is: 5. (4) Reactant: [CH3:1]O.[NH:3]1[C:11]2[C:6](=[CH:7][CH:8]=[CH:9][CH:10]=2)[C:5]([C:12]([OH:14])=[O:13])=[N:4]1.Cl. Product: [CH3:1][O:13][C:12]([C:5]1[C:6]2[C:11](=[CH:10][CH:9]=[CH:8][CH:7]=2)[NH:3][N:4]=1)=[O:14]. The catalyst class is: 12. (5) Reactant: [CH3:1][NH:2][CH2:3][CH2:4][CH:5]=[CH2:6].[Na].C(C1C=CC=CC=1)(=O)C1C=CC=CC=1.[C:22](O[C:22]([O:24][C:25]([CH3:28])([CH3:27])[CH3:26])=[O:23])([O:24][C:25]([CH3:28])([CH3:27])[CH3:26])=[O:23].C(=O)=O. Product: [CH3:1][N:2]([C:22]([O:24][C:25]([CH3:28])([CH3:27])[CH3:26])=[O:23])[CH2:3][CH2:4][CH:5]=[CH2:6]. The catalyst class is: 1. (6) Reactant: [Cl:1][C:2]1[N:3]=[C:4]([S:11][CH3:12])[C:5]2[CH:10]=[CH:9][NH:8][C:6]=2[N:7]=1.[O-]P([O-])([O-])=O.[K+].[K+].[K+].[C:21]([O:25][C:26](=[O:28])[CH3:27])([CH3:24])([CH3:23])[CH3:22].CN[C@@H:31]1[CH2:36][CH2:35][CH2:34][CH2:33][C@H:32]1NC. Product: [Cl:1][C:2]1[N:3]=[C:4]([S:11][CH3:12])[C:5]2[CH:10]=[CH:9][N:8]([C:31]3[CH:36]=[CH:35][C:34]([CH2:27][C:26]([O:25][C:21]([CH3:24])([CH3:23])[CH3:22])=[O:28])=[CH:33][CH:32]=3)[C:6]=2[N:7]=1. The catalyst class is: 156. (7) The catalyst class is: 70. Product: [OH:9][C:10]1[C:22]([C:23]([F:26])([F:25])[F:24])=[CH:21][CH:20]=[C:19]([CH2:27][O:28][C:29]2[CH:34]=[CH:33][C:32]([NH:35][CH3:36])=[CH:31][CH:30]=2)[C:11]=1[C:12]([O:14][C:15]([CH3:18])([CH3:17])[CH3:16])=[O:13]. Reactant: N1CCCC1.C([O:9][C:10]1[C:22]([C:23]([F:26])([F:25])[F:24])=[CH:21][CH:20]=[C:19]([CH2:27][O:28][C:29]2[CH:34]=[CH:33][C:32]([N:35](C(OCC=C)=O)[CH3:36])=[CH:31][CH:30]=2)[C:11]=1[C:12]([O:14][C:15]([CH3:18])([CH3:17])[CH3:16])=[O:13])C=C. (8) Reactant: [S:1]1[CH:5]=[CH:4][CH:3]=[C:2]1[C:6]1[C:7](=[O:16])[NH:8][C:9]2[C:14]([N:15]=1)=[CH:13][CH:12]=[CH:11][CH:10]=2.[C:17]1(N)[CH:22]=[CH:21][CH:20]=CC=1N.S1C=CC=C1C(=O)C(OCC)=O.BrCC1CCC1.C(=O)([O-])[O-].[K+].[K+]. Product: [CH:20]1([O:16][C:7]2[C:6]([C:2]3[S:1][CH:5]=[CH:4][CH:3]=3)=[N:15][C:14]3[C:9](=[CH:10][CH:11]=[CH:12][CH:13]=3)[N:8]=2)[CH2:21][CH2:22][CH2:17]1. The catalyst class is: 9.